Predict the reaction yield, written as a fraction of the theoretical maximum amount of product (1.0 means a 100% yield; for example, 0.34 means a 34% yield). From a dataset of Reaction yield outcomes from USPTO patents with 853,638 reactions. (1) The catalyst is O.CO. The yield is 0.390. The reactants are C([O:3][C:4]([C:6]1[N:7]=[CH:8][N:9]2[C:14]([CH:15]([F:17])[F:16])=[CH:13][C:12]([C:18]3[CH:23]=[CH:22][C:21]([C:24]([F:27])([F:26])[F:25])=[CH:20][CH:19]=3)=[N:11][C:10]=12)=[O:5])C.[OH-].[K+].S(=O)(=O)(O)O. The product is [F:17][CH:15]([F:16])[C:14]1[N:9]2[CH:8]=[N:7][C:6]([C:4]([OH:5])=[O:3])=[C:10]2[N:11]=[C:12]([C:18]2[CH:19]=[CH:20][C:21]([C:24]([F:27])([F:26])[F:25])=[CH:22][CH:23]=2)[CH:13]=1. (2) The reactants are [Cl:1][C:2]1[CH:7]=[CH:6][C:5]([CH:8]2[C:12]3[NH:13][C:14]([C:16]4[C:17]([O:22][CH3:23])=[N:18][CH:19]=[CH:20][CH:21]=4)=[N:15][C:11]=3[C:10](=[O:24])[N:9]2[C:25]2[N:30]=[C:29]3[N:31]([CH3:34])[N:32]=[N:33][C:28]3=[C:27]([CH3:35])[CH:26]=2)=[CH:4][CH:3]=1. The catalyst is CCCCCCC.C(Cl)Cl.CCO. The product is [Cl:1][C:2]1[CH:3]=[CH:4][C:5]([C@@H:8]2[C:12]3[NH:13][C:14]([C:16]4[C:17]([O:22][CH3:23])=[N:18][CH:19]=[CH:20][CH:21]=4)=[N:15][C:11]=3[C:10](=[O:24])[N:9]2[C:25]2[N:30]=[C:29]3[N:31]([CH3:34])[N:32]=[N:33][C:28]3=[C:27]([CH3:35])[CH:26]=2)=[CH:6][CH:7]=1. The yield is 0.350. (3) The reactants are I[C:2]1[CH:3]=[C:4]2[C:9](=[CH:10][CH:11]=1)[N:8]=[CH:7][N:6]([CH2:12][C:13]1[CH:18]=[CH:17][C:16]([O:19][CH3:20])=[CH:15][CH:14]=1)[C:5]2=[O:21].[CH2:22]([O:24][C:25](=[O:32])[CH2:26][C:27]([O:29][CH2:30][CH3:31])=[O:28])[CH3:23].C1(C2C=CC=CC=2)C(O)=CC=CC=1.C(=O)([O-])[O-].[Cs+].[Cs+].C(=O)(O)[O-].[Na+]. The catalyst is C1COCC1.[Cu](I)I. The product is [CH2:22]([O:24][C:25](=[O:32])[CH:26]([C:2]1[CH:3]=[C:4]2[C:9](=[CH:10][CH:11]=1)[N:8]=[CH:7][N:6]([CH2:12][C:13]1[CH:18]=[CH:17][C:16]([O:19][CH3:20])=[CH:15][CH:14]=1)[C:5]2=[O:21])[C:27]([O:29][CH2:30][CH3:31])=[O:28])[CH3:23]. The yield is 0.690. (4) The reactants are [NH2:1][C:2]1[N:7]=[CH:6][N:5]=[C:4]2[N:8]([C@@H:12]3[CH2:17][CH2:16][CH2:15][N:14]([C:18]([O:20][C:21]([CH3:24])([CH3:23])[CH3:22])=[O:19])[CH2:13]3)[N:9]=[C:10](I)[C:3]=12.[F:25][C:26]1[CH:41]=[CH:40][CH:39]=[CH:38][C:27]=1[O:28][C:29]1[CH:34]=[CH:33][C:32](B(O)O)=[CH:31][CH:30]=1.C(=O)([O-])[O-].[Na+].[Na+]. The catalyst is O1CCOCC1.O.C1C=CC([P]([Pd]([P](C2C=CC=CC=2)(C2C=CC=CC=2)C2C=CC=CC=2)([P](C2C=CC=CC=2)(C2C=CC=CC=2)C2C=CC=CC=2)[P](C2C=CC=CC=2)(C2C=CC=CC=2)C2C=CC=CC=2)(C2C=CC=CC=2)C2C=CC=CC=2)=CC=1. The product is [NH2:1][C:2]1[N:7]=[CH:6][N:5]=[C:4]2[N:8]([C@@H:12]3[CH2:17][CH2:16][CH2:15][N:14]([C:18]([O:20][C:21]([CH3:24])([CH3:23])[CH3:22])=[O:19])[CH2:13]3)[N:9]=[C:10]([C:32]3[CH:31]=[CH:30][C:29]([O:28][C:27]4[CH:38]=[CH:39][CH:40]=[CH:41][C:26]=4[F:25])=[CH:34][CH:33]=3)[C:3]=12. The yield is 0.590. (5) No catalyst specified. The product is [O:1]=[C:2]1[C:11]2[C:6](=[CH:7][CH:8]=[CH:9][CH:10]=2)[N:5]=[C:4]([CH2:12][CH2:13][CH2:14][C:15]([N:25]2[CH2:30][CH2:29][CH:28]([C:31]3[O:35][C:34]([C:36]4[CH:37]=[C:38]([CH:41]=[CH:42][CH:43]=4)[C:39]#[N:40])=[N:33][N:32]=3)[CH2:27][CH2:26]2)=[O:17])[NH:3]1. The yield is 0.260. The reactants are [O:1]=[C:2]1[C:11]2[C:6](=[CH:7][CH:8]=[CH:9][CH:10]=2)[N:5]=[C:4]([CH2:12][CH2:13][CH2:14][C:15]([OH:17])=O)[NH:3]1.FC(F)(F)C(O)=O.[NH:25]1[CH2:30][CH2:29][CH:28]([C:31]2[O:35][C:34]([C:36]3[CH:37]=[C:38]([CH:41]=[CH:42][CH:43]=3)[C:39]#[N:40])=[N:33][N:32]=2)[CH2:27][CH2:26]1. (6) The reactants are [O:1]=[C:2]1[C:7]([CH2:8][C:9]2[CH:14]=[CH:13][C:12]([C:15]3[C:16]([C:21]#[N:22])=[CH:17][CH:18]=[CH:19][CH:20]=3)=[CH:11][CH:10]=2)=[C:6]([CH2:23][CH2:24][CH3:25])[N:5]2[N:26]=[CH:27][N:28]=[C:4]2[N:3]1[CH:29]1[CH2:34][CH2:33][CH:32]([O:35][CH2:36][CH:37]=C)[CH2:31][CH2:30]1.I([O-])(=O)(=O)=[O:40].[Na+].CC(C)=O.C(#N)C. The catalyst is C(OCC)(=O)C.O.[Os]=O. The product is [OH:40][CH2:37][CH2:36][O:35][CH:32]1[CH2:33][CH2:34][CH:29]([N:3]2[C:2](=[O:1])[C:7]([CH2:8][C:9]3[CH:14]=[CH:13][C:12]([C:15]4[C:16]([C:21]#[N:22])=[CH:17][CH:18]=[CH:19][CH:20]=4)=[CH:11][CH:10]=3)=[C:6]([CH2:23][CH2:24][CH3:25])[N:5]3[N:26]=[CH:27][N:28]=[C:4]23)[CH2:30][CH2:31]1. The yield is 0.790. (7) The reactants are [I:1][C:2]1[CH:3]=[C:4]([OH:21])[CH:5]=[C:6]([I:20])[C:7]=1[O:8][C:9]1[CH:14]=[CH:13][C:12]([O:15]C)=[C:11]([CH:17]([CH3:19])[CH3:18])[CH:10]=1.B(Br)(Br)Br. The catalyst is ClCCl. The product is [I:1][C:2]1[CH:3]=[C:4]([OH:21])[CH:5]=[C:6]([I:20])[C:7]=1[O:8][C:9]1[CH:14]=[CH:13][C:12]([OH:15])=[C:11]([CH:17]([CH3:19])[CH3:18])[CH:10]=1. The yield is 0.660.